Dataset: Reaction yield outcomes from USPTO patents with 853,638 reactions. Task: Predict the reaction yield, written as a fraction of the theoretical maximum amount of product (1.0 means a 100% yield; for example, 0.34 means a 34% yield). (1) The reactants are [Br:1][C:2]1[CH:7]=[C:6]([Cl:8])[CH:5]=[C:4]([OH:9])[C:3]=1[OH:10].C(=O)([O-])[O-].[K+].[K+].Br[C:18](Br)([C:24]([O:26][CH2:27][CH3:28])=[O:25])[C:19]([O:21][CH2:22][CH3:23])=[O:20]. The catalyst is CN(C=O)C. The product is [CH2:27]([O:26][C:24]([C:18]1([C:19]([O:21][CH2:22][CH3:23])=[O:20])[O:9][C:4]2[CH:5]=[C:6]([Cl:8])[CH:7]=[C:2]([Br:1])[C:3]=2[O:10]1)=[O:25])[CH3:28]. The yield is 0.450. (2) The reactants are [Cl:1][C:2]1[CH:3]=[C:4]([C:9]#[C:10][CH:11]([OH:15])[CH2:12][CH:13]=[CH2:14])[CH:5]=[CH:6][C:7]=1[Cl:8]. The catalyst is C1(C)C=CC=CC=1. The product is [Cl:1][C:2]1[CH:3]=[C:4]([C:9]23[CH2:14][CH:13]2[CH2:12][C:11](=[O:15])[CH2:10]3)[CH:5]=[CH:6][C:7]=1[Cl:8]. The yield is 0.300. (3) The reactants are C(N(C(C)C)CC)(C)C.[C:10]([O:14][C:15](=[O:26])[CH2:16][CH:17]([CH:19]1[CH2:24][CH:23]2[CH2:25][CH:20]1[CH:21]=[CH:22]2)[OH:18])([CH3:13])([CH3:12])[CH3:11].[CH3:27][O:28][CH2:29]Cl. The catalyst is C(Cl)Cl. The product is [C:10]([O:14][C:15](=[O:26])[CH2:16][CH:17]([CH:19]1[CH2:24][CH:23]2[CH2:25][CH:20]1[CH:21]=[CH:22]2)[O:18][CH2:27][O:28][CH3:29])([CH3:13])([CH3:11])[CH3:12]. The yield is 0.810. (4) The reactants are [CH3:1][O:2][C:3](=[O:16])[CH2:4][CH:5]1[CH2:14][C:13]2[C:8](=[CH:9][CH:10]=[CH:11][CH:12]=2)[NH:7][C:6]1=[O:15].Br[CH2:18][C:19]([O:21][C:22]([CH3:25])([CH3:24])[CH3:23])=[O:20]. No catalyst specified. The product is [CH3:1][O:2][C:3](=[O:16])[CH2:4][CH:5]1[CH2:14][C:13]2[C:8](=[CH:9][CH:10]=[CH:11][CH:12]=2)[N:7]([CH2:18][C:19]([O:21][C:22]([CH3:25])([CH3:24])[CH3:23])=[O:20])[C:6]1=[O:15]. The yield is 0.890.